This data is from Catalyst prediction with 721,799 reactions and 888 catalyst types from USPTO. The task is: Predict which catalyst facilitates the given reaction. Reactant: FC(F)(F)C(O)=O.[Cl:8][C:9]1[CH:14]=[C:13]([Cl:15])[CH:12]=[CH:11][C:10]=1[C@H:16]([N:18]1[C:22]2[CH:23]=[C:24]([N:27]3[CH2:32][CH2:31][N:30]([C:33]([C@H:35]4[CH2:39][CH2:38][CH2:37][N:36]4C(OC(C)(C)C)=O)=[O:34])[CH2:29][C@H:28]3[CH3:47])[CH:25]=[CH:26][C:21]=2[N:20]=[CH:19]1)[CH3:17]. Product: [Cl:8][C:9]1[CH:14]=[C:13]([Cl:15])[CH:12]=[CH:11][C:10]=1[C@H:16]([N:18]1[C:22]2[CH:23]=[C:24]([N:27]3[CH2:32][CH2:31][N:30]([C:33]([C@H:35]4[CH2:39][CH2:38][CH2:37][NH:36]4)=[O:34])[CH2:29][C@H:28]3[CH3:47])[CH:25]=[CH:26][C:21]=2[N:20]=[CH:19]1)[CH3:17]. The catalyst class is: 4.